This data is from Retrosynthesis with 50K atom-mapped reactions and 10 reaction types from USPTO. The task is: Predict the reactants needed to synthesize the given product. (1) Given the product CCCC(NC(=O)Cc1cc(F)cc(F)c1)C(=O)Nc1cn(C(C)(C)CO)cn1, predict the reactants needed to synthesize it. The reactants are: CCCC(NC(=O)Cc1cc(F)cc(F)c1)C(=O)Nc1cn(C(C)(C)C(=O)OC)cn1. (2) Given the product CCCCCCCCc1ccc(C(=O)Nc2ccc(-c3ccc4c(c3)C(=O)N([C@H](C(=O)OC)C(C)C)C4)cc2)cc1, predict the reactants needed to synthesize it. The reactants are: CCCCCCCCc1ccc(C(=O)Cl)cc1.COC(=O)[C@H](C(C)C)N1Cc2ccc(-c3ccc(NC(=O)c4ccccc4)cc3)cc2C1=O. (3) The reactants are: CC(F)(F)CCCCn1cc(N)cn1.COc1ccc(-c2oc(C)nc2C(=O)O)cc1. Given the product COc1ccc(-c2oc(C)nc2C(=O)Nc2cnn(CCCCC(C)(F)F)c2)cc1, predict the reactants needed to synthesize it.